From a dataset of Human liver microsome stability data. Regression/Classification. Given a drug SMILES string, predict its absorption, distribution, metabolism, or excretion properties. Task type varies by dataset: regression for continuous measurements (e.g., permeability, clearance, half-life) or binary classification for categorical outcomes (e.g., BBB penetration, CYP inhibition). Dataset: hlm. The compound is CC(=O)c1cc(C(=O)N2CC(N)C2)c(Nc2ccc(I)cc2F)n1C. The result is 0 (unstable in human liver microsomes).